Task: Predict the product of the given reaction.. Dataset: Forward reaction prediction with 1.9M reactions from USPTO patents (1976-2016) (1) Given the reactants [NH2:1][C:2]1[N:7]=[C:6]([N:8]([CH3:15])[C:9]2[CH:14]=[CH:13][CH:12]=[CH:11][CH:10]=2)[N:5]=[C:4]([C:16]2[N:20]=[C:19]([CH:21]3[CH2:26][CH2:25][CH:24]([NH:27]C(=O)OC(C)(C)C)[CH2:23][CH2:22]3)[O:18][N:17]=2)[N:3]=1.Cl, predict the reaction product. The product is: [NH2:27][CH:24]1[CH2:25][CH2:26][CH:21]([C:19]2[O:18][N:17]=[C:16]([C:4]3[N:5]=[C:6]([N:8]([CH3:15])[C:9]4[CH:14]=[CH:13][CH:12]=[CH:11][CH:10]=4)[N:7]=[C:2]([NH2:1])[N:3]=3)[N:20]=2)[CH2:22][CH2:23]1. (2) Given the reactants Br[C:2]1[C:8]([CH3:9])=[CH:7][CH:6]=[CH:5][C:3]=1[NH2:4].CC1(C)C(C)(C)OBO1.C1CCC(P(C2C(C3C=CC=CC=3)=CC=CC=2)C2CCCCC2)CC1.Cl[C:45]1[N:52]=[CH:51][CH:50]=[CH:49][C:46]=1[C:47]#[N:48].C(=O)([O-])[O-].[K+].[K+].[H-].[Na+], predict the reaction product. The product is: [CH3:9][C:8]1[C:2]2[C:45]3[N:52]=[CH:51][CH:50]=[CH:49][C:46]=3[C:47]([NH2:48])=[N:4][C:3]=2[CH:5]=[CH:6][CH:7]=1. (3) Given the reactants C(O[C:6]([N:8]1[CH2:13][CH2:12][N:11]([C:14]([O:16][C:17]([CH3:20])([CH3:19])[CH3:18])=[O:15])[CH2:10][CH:9]1[C:21]([OH:23])=O)=[O:7])(C)(C)C.B.C1COCC1.[H-].[Na+], predict the reaction product. The product is: [O:7]=[C:6]1[N:8]2[CH2:13][CH2:12][N:11]([C:14]([O:16][C:17]([CH3:18])([CH3:19])[CH3:20])=[O:15])[CH2:10][CH:9]2[CH2:21][O:23]1. (4) Given the reactants [Cl:1][C:2]1[N:10]2[C:6](=[N:7][C:8]3[CH:14]=[CH:13][CH:12]=[CH:11][C:9]=32)[C:5]([C:15]#[N:16])=[C:4]([CH3:17])[C:3]=1[CH2:18][C:19]1[CH:24]=[CH:23][C:22](F)=[CH:21][CH:20]=1.[CH2:26]([O:33]C1C=CC(CC2C(=O)N3C(NC4C=CC=CC=43)=C(C#N)C=2C)=CC=1)[C:27]1[CH:32]=[CH:31][CH:30]=[CH:29][CH:28]=1, predict the reaction product. The product is: [CH2:26]([O:33][C:22]1[CH:23]=[CH:24][C:19]([CH2:18][C:3]2[C:4]([CH3:17])=[C:5]([C:15]#[N:16])[C:6]3[N:10]([C:2]=2[Cl:1])[C:9]2[CH:11]=[CH:12][CH:13]=[CH:14][C:8]=2[N:7]=3)=[CH:20][CH:21]=1)[C:27]1[CH:32]=[CH:31][CH:30]=[CH:29][CH:28]=1. (5) The product is: [CH3:1][S:2]([OH:5])(=[O:4])=[O:3].[Cl:40][C:37]1[CH:38]=[CH:39][C:34]([NH:33][C:31]([C:27]2[S:28][CH:29]=[CH:30][C:26]=2[C:24]([NH:23][C:20]2[CH:21]=[CH:22][C:17]([N:16]3[CH2:15][CH2:14][O:13][C:41]3=[NH:42])=[CH:18][CH:19]=2)=[O:25])=[O:32])=[N:35][CH:36]=1. Given the reactants [CH3:1][S:2]([OH:5])(=[O:4])=[O:3].[Si]([O:13][CH2:14][CH2:15][N:16]([C:41]#[N:42])[C:17]1[CH:22]=[CH:21][C:20]([NH:23][C:24]([C:26]2[CH:30]=[CH:29][S:28][C:27]=2[C:31]([NH:33][C:34]2[CH:39]=[CH:38][C:37]([Cl:40])=[CH:36][N:35]=2)=[O:32])=[O:25])=[CH:19][CH:18]=1)(C(C)(C)C)(C)C, predict the reaction product. (6) Given the reactants [CH:1]1([C:7](=[O:23])[C:8]([NH:10][C:11]2[CH:12]=[CH:13][C:14]3[C:19](=[O:20])[O:18][N:17]=[C:16]([CH3:21])[C:15]=3[CH:22]=2)=[O:9])[CH2:6][CH2:5][CH2:4][CH2:3][CH2:2]1.[C:24]1([C:30]#[CH:31])[CH:29]=[CH:28][CH:27]=[CH:26][CH:25]=1.C([Li])CCC, predict the reaction product. The product is: [CH:1]1([C:7]([OH:23])([C:31]#[C:30][C:24]2[CH:29]=[CH:28][CH:27]=[CH:26][CH:25]=2)[C:8]([NH:10][C:11]2[CH:12]=[CH:13][C:14]3[C:19](=[O:20])[O:18][N:17]=[C:16]([CH3:21])[C:15]=3[CH:22]=2)=[O:9])[CH2:6][CH2:5][CH2:4][CH2:3][CH2:2]1. (7) Given the reactants C[O:2][C:3](=[O:33])[C:4]1[CH:9]=[CH:8][C:7]([CH:10]([NH:25][C:26]([O:28][C:29]([CH3:32])([CH3:31])[CH3:30])=[O:27])[CH2:11][NH:12][C:13]([C:15]2([C:18]3[CH:23]=[CH:22][C:21]([Cl:24])=[CH:20][CH:19]=3)[CH2:17][CH2:16]2)=[O:14])=[CH:6][CH:5]=1.[OH-].[Na+], predict the reaction product. The product is: [C:29]([O:28][C:26]([NH:25][CH:10]([C:7]1[CH:6]=[CH:5][C:4]([C:3]([OH:33])=[O:2])=[CH:9][CH:8]=1)[CH2:11][NH:12][C:13]([C:15]1([C:18]2[CH:23]=[CH:22][C:21]([Cl:24])=[CH:20][CH:19]=2)[CH2:17][CH2:16]1)=[O:14])=[O:27])([CH3:32])([CH3:30])[CH3:31].